This data is from Full USPTO retrosynthesis dataset with 1.9M reactions from patents (1976-2016). The task is: Predict the reactants needed to synthesize the given product. (1) Given the product [CH3:57][O:36][C:34](=[O:35])[C:33]1[CH:37]=[CH:38][C:30]([O:29][CH2:28][CH2:27][C:26]2[C:25]3[C:20](=[CH:21][CH:22]=[C:23]([Cl:39])[CH:24]=3)[N:19]([CH:40]([C:47]3[CH:52]=[CH:51][CH:50]=[CH:49][CH:48]=3)[C:41]3[CH:42]=[CH:43][CH:44]=[CH:45][CH:46]=3)[C:18]=2[CH2:17][CH2:16][NH:15][S:12]([CH2:11][C:10]2[CH:53]=[CH:54][CH:55]=[CH:56][C:9]=2[OH:8])(=[O:13])=[O:14])=[CH:31][CH:32]=1, predict the reactants needed to synthesize it. The reactants are: C([O:8][C:9]1[CH:56]=[CH:55][CH:54]=[CH:53][C:10]=1[CH2:11][S:12]([NH:15][CH2:16][CH2:17][C:18]1[N:19]([CH:40]([C:47]2[CH:52]=[CH:51][CH:50]=[CH:49][CH:48]=2)[C:41]2[CH:46]=[CH:45][CH:44]=[CH:43][CH:42]=2)[C:20]2[C:25]([C:26]=1[CH2:27][CH2:28][O:29][C:30]1[CH:38]=[CH:37][C:33]([C:34]([OH:36])=[O:35])=[CH:32][CH:31]=1)=[CH:24][C:23]([Cl:39])=[CH:22][CH:21]=2)(=[O:14])=[O:13])C1C=CC=CC=1.[CH2:57]1COCC1. (2) Given the product [CH2:19]1[N:11]2[C:12](=[N:13][S:14](=[O:15])(=[O:16])[C:9]3[CH:8]=[C:7]([OH:6])[CH:21]=[CH:20][C:10]=32)[CH2:17][CH2:18]1, predict the reactants needed to synthesize it. The reactants are: B(Br)(Br)Br.C[O:6][C:7]1[CH:21]=[CH:20][C:10]2[N:11]3[CH2:19][CH2:18][CH2:17][C:12]3=[N:13][S:14](=[O:16])(=[O:15])[C:9]=2[CH:8]=1.O. (3) Given the product [CH3:1][O:2][C:3]1[CH:4]=[C:5]([C:11]2[CH:12]=[N:13][CH:14]=[C:15]([C:18]=2[NH:19][C:20]2[CH:25]=[CH:24][CH:23]=[C:22]([O:26][CH2:28][CH2:29][OH:30])[CH:21]=2)[C:16]#[N:17])[CH:6]=[CH:7][C:8]=1[O:9][CH3:10], predict the reactants needed to synthesize it. The reactants are: [CH3:1][O:2][C:3]1[CH:4]=[C:5]([C:11]2[CH:12]=[N:13][CH:14]=[C:15]([C:18]=2[NH:19][C:20]2[CH:25]=[CH:24][CH:23]=[C:22]([OH:26])[CH:21]=2)[C:16]#[N:17])[CH:6]=[CH:7][C:8]=1[O:9][CH3:10].Br[CH2:28][CH2:29][OH:30].C(=O)([O-])[O-].[Cs+].[Cs+]. (4) Given the product [F:1][C:2]1[CH:10]=[C:9]([F:11])[C:8]([F:12])=[CH:7][C:3]=1[C:4]([O:6][C:16]([CH3:19])([CH3:18])[CH3:17])=[O:5], predict the reactants needed to synthesize it. The reactants are: [F:1][C:2]1[CH:10]=[C:9]([F:11])[C:8]([F:12])=[CH:7][C:3]=1[C:4]([OH:6])=[O:5].C(OC(O[C:16]([CH3:19])([CH3:18])[CH3:17])=O)(O[C:16]([CH3:19])([CH3:18])[CH3:17])=O.CCOC(C)=O. (5) Given the product [Cl:24][C:19]1[CH:20]=[CH:21][CH:22]=[CH:23][C:18]=1[NH:17][C:15]1[NH:14][C:13](=[O:25])[CH:12]=[C:11]([C:9]2[CH:8]=[CH:7][C:5]3[NH:6][C:2]([NH:1][C:29]([CH:26]4[CH2:28][CH2:27]4)=[O:30])=[N:3][C:4]=3[CH:10]=2)[N:16]=1, predict the reactants needed to synthesize it. The reactants are: [NH2:1][C:2]1[NH:6][C:5]2[CH:7]=[CH:8][C:9]([C:11]3[NH:16][C:15]([NH:17][C:18]4[CH:23]=[CH:22][CH:21]=[CH:20][C:19]=4[Cl:24])=[N:14][C:13](=[O:25])[CH:12]=3)=[CH:10][C:4]=2[N:3]=1.[CH:26]1([C:29](O)=[O:30])[CH2:28][CH2:27]1. (6) The reactants are: CO[CH:3]1[CH2:7][CH2:6][CH:5](OC)O1.[NH2:10][C:11]1[CH:19]=[CH:18][C:14]([C:15]([NH2:17])=[O:16])=[CH:13][C:12]=1[CH3:20].C([O-])([O-])=O.[Na+].[Na+]. Given the product [CH3:20][C:12]1[CH:13]=[C:14]([CH:18]=[CH:19][C:11]=1[N:10]1[CH:3]=[CH:7][CH:6]=[CH:5]1)[C:15]([NH2:17])=[O:16], predict the reactants needed to synthesize it.